Dataset: Forward reaction prediction with 1.9M reactions from USPTO patents (1976-2016). Task: Predict the product of the given reaction. (1) Given the reactants [CH:1]1([C:4]([N:6]2[CH2:10][CH2:9][C@@H:8]([CH2:11][N:12]3[C:16]4[CH:17]=[CH:18][C:19]([C:21]([F:24])([F:23])[F:22])=[CH:20][C:15]=4[N:14]=[C:13]3[C:25]3[CH:30]=[CH:29][C:28](B4OC(C)(C)C(C)(C)O4)=[CH:27][CH:26]=3)[CH2:7]2)=[O:5])[CH2:3][CH2:2]1.Br[C:41]1[C:45]2[CH:46]=[N:47][CH:48]=[CH:49][C:44]=2[NH:43][CH:42]=1.C(=O)([O-])[O-].[K+].[K+], predict the reaction product. The product is: [CH:1]1([C:4]([N:6]2[CH2:10][CH2:9][C@@H:8]([CH2:11][N:12]3[C:16]4[CH:17]=[CH:18][C:19]([C:21]([F:23])([F:22])[F:24])=[CH:20][C:15]=4[N:14]=[C:13]3[C:25]3[CH:26]=[CH:27][C:28]([C:41]4[C:45]5[CH:46]=[N:47][CH:48]=[CH:49][C:44]=5[NH:43][CH:42]=4)=[CH:29][CH:30]=3)[CH2:7]2)=[O:5])[CH2:3][CH2:2]1. (2) Given the reactants [CH3:1][C:2]1[CH:3]=[N:4][N:5]([C:7]2[S:15][C:14]3[C:9](=[N:10][CH:11]=[CH:12][C:13]=3[O:16][C:17]3[CH:22]=[CH:21][C:20]([NH2:23])=[CH:19][CH:18]=3)[CH:8]=2)[CH:6]=1.[C:24]1([CH2:30][C:31]([N:33]=[C:34]=[S:35])=[O:32])[CH:29]=[CH:28][CH:27]=[CH:26][CH:25]=1, predict the reaction product. The product is: [CH3:1][C:2]1[CH:3]=[N:4][N:5]([C:7]2[S:15][C:14]3[C:9](=[N:10][CH:11]=[CH:12][C:13]=3[O:16][C:17]3[CH:22]=[CH:21][C:20]([NH:23][C:34]([NH:33][C:31](=[O:32])[CH2:30][C:24]4[CH:25]=[CH:26][CH:27]=[CH:28][CH:29]=4)=[S:35])=[CH:19][CH:18]=3)[CH:8]=2)[CH:6]=1. (3) Given the reactants Br[C:2]1[CH:3]=[CH:4][C:5]([CH3:9])=[C:6]([CH:8]=1)[NH2:7].[CH3:10][C:11]1[CH:12]=[C:13](B(O)O)[CH:14]=[C:15]([CH3:17])[CH:16]=1, predict the reaction product. The product is: [CH3:10][C:11]1[CH:12]=[C:13]([C:2]2[CH:3]=[CH:4][C:5]([CH3:9])=[C:6]([NH2:7])[CH:8]=2)[CH:14]=[C:15]([CH3:17])[CH:16]=1. (4) Given the reactants CC(C)([O-])C.[Na+].[F:7][CH:8]([F:34])[O:9][C:10]1[CH:15]=[CH:14][C:13]([NH:16][C:17]([NH:19][CH:20]2[CH2:25][CH2:24][N:23]([C:26]([O:28][C:29]([CH3:32])([CH3:31])[CH3:30])=[O:27])[CH2:22][CH2:21]2)=[O:18])=[C:12](I)[CH:11]=1.ClCCl, predict the reaction product. The product is: [F:7][CH:8]([F:34])[O:9][C:10]1[CH:15]=[CH:14][C:13]2[NH:16][C:17](=[O:18])[N:19]([CH:20]3[CH2:25][CH2:24][N:23]([C:26]([O:28][C:29]([CH3:32])([CH3:31])[CH3:30])=[O:27])[CH2:22][CH2:21]3)[C:12]=2[CH:11]=1. (5) Given the reactants [Cl:1][S:2]([OH:5])(=O)=[O:3].[F:6][C:7]([F:22])([F:21])[C:8]([N:10]1[CH2:16][CH2:15][C:14]2[CH:17]=[CH:18][CH:19]=[CH:20][C:13]=2[CH2:12][CH2:11]1)=[O:9].O, predict the reaction product. The product is: [F:22][C:7]([F:6])([F:21])[C:8]([N:10]1[CH2:11][CH2:12][C:13]2[CH:20]=[CH:19][C:18]([S:2]([Cl:1])(=[O:5])=[O:3])=[CH:17][C:14]=2[CH2:15][CH2:16]1)=[O:9]. (6) Given the reactants [OH:1][C:2]1C(Cl)=CC(Cl)=C[C:3]=1C(N[C@H](C(O)=O)CC1C=CC=CC=1)=O.[Cl:24][C:25]1[CH:33]=[C:32]([Cl:34])[CH:31]=[C:27]([C:28]([OH:30])=[O:29])[C:26]=1[OH:35].C(OC(=O)C)(=O)C, predict the reaction product. The product is: [C:2]([O:35][C:26]1[C:25]([Cl:24])=[CH:33][C:32]([Cl:34])=[CH:31][C:27]=1[C:28]([OH:30])=[O:29])(=[O:1])[CH3:3]. (7) Given the reactants Cl[CH2:2][C:3]1[CH:4]=[CH:5][C:6]([C:9]([F:12])([F:11])[F:10])=[N:7][CH:8]=1.BrCC1CCCCO1.[NH:21]1[C:29]2[C:24](=[CH:25][CH:26]=[CH:27][CH:28]=2)[C:23]2([C:41]3[C:32](=[CH:33][C:34]4[O:39][CH2:38][CH2:37][O:36][C:35]=4[CH:40]=3)[O:31][CH2:30]2)[C:22]1=[O:42], predict the reaction product. The product is: [F:10][C:9]([F:12])([F:11])[C:6]1[N:7]=[CH:8][C:3]([CH2:2][N:21]2[C:29]3[C:24](=[CH:25][CH:26]=[CH:27][CH:28]=3)[C:23]3([C:41]4[C:32](=[CH:33][C:34]5[O:39][CH2:38][CH2:37][O:36][C:35]=5[CH:40]=4)[O:31][CH2:30]3)[C:22]2=[O:42])=[CH:4][CH:5]=1.